From a dataset of Full USPTO retrosynthesis dataset with 1.9M reactions from patents (1976-2016). Predict the reactants needed to synthesize the given product. (1) Given the product [Si:1]([O:8][CH:9]([CH:15]1[CH2:24][CH2:23][C:22]2[C:17](=[CH:18][CH:19]=[CH:20][CH:21]=2)[CH2:16]1)[C:10]1[O:11][C:12]([Sn:30]([CH2:35][CH2:36][CH2:37][CH3:38])([CH2:39][CH2:40][CH2:41][CH3:42])[CH2:31][CH2:32][CH2:33][CH3:34])=[CH:13][N:14]=1)([C:4]([CH3:7])([CH3:5])[CH3:6])([CH3:3])[CH3:2], predict the reactants needed to synthesize it. The reactants are: [Si:1]([O:8][CH:9]([CH:15]1[CH2:24][CH2:23][C:22]2[C:17](=[CH:18][CH:19]=[CH:20][CH:21]=2)[CH2:16]1)[C:10]1[O:11][CH:12]=[CH:13][N:14]=1)([C:4]([CH3:7])([CH3:6])[CH3:5])([CH3:3])[CH3:2].[Li]CCCC.[Sn:30](Cl)([CH2:39][CH2:40][CH2:41][CH3:42])([CH2:35][CH2:36][CH2:37][CH3:38])[CH2:31][CH2:32][CH2:33][CH3:34]. (2) Given the product [C:1]([C:3]1[CH:4]=[C:5]([C:13]2[O:15][N:49]=[C:50]([C:51]3[CH:68]=[CH:67][C:54]4[CH2:55][CH2:56][N:57]([C:60]([O:62][C:63]([CH3:64])([CH3:65])[CH3:66])=[O:61])[CH2:58][CH2:59][C:53]=4[CH:52]=3)[N:69]=2)[CH:6]=[N:7][C:8]=1[NH:9][CH:10]([CH3:11])[CH3:12])#[N:2], predict the reactants needed to synthesize it. The reactants are: [C:1]([C:3]1[CH:4]=[C:5]([C:13]([OH:15])=O)[CH:6]=[N:7][C:8]=1[NH:9][CH:10]([CH3:12])[CH3:11])#[N:2].C(N1CCOCC1)C.CN(C(ON1N=NC2C=CC=NC1=2)=[N+](C)C)C.F[P-](F)(F)(F)(F)F.O[NH:49][C:50](=[NH:69])[C:51]1[CH:68]=[CH:67][C:54]2[CH2:55][CH2:56][N:57]([C:60]([O:62][C:63]([CH3:66])([CH3:65])[CH3:64])=[O:61])[CH2:58][CH2:59][C:53]=2[CH:52]=1. (3) The reactants are: [Br:1][C:2]1[CH:3]=[C:4]([C:8](=[O:12])[C@H:9](O)[CH3:10])[CH:5]=[CH:6][CH:7]=1.CN(C1C2C(N(C)C)=CC=CC=2C=CC=1)C.S(OS(C(F)(F)F)(=O)=O)(C(F)(F)F)(=O)=O.[NH2:44][C:45]([CH3:49])([CH3:48])[CH2:46][OH:47]. Given the product [Br:1][C:2]1[CH:3]=[C:4]([C@:8]2([OH:12])[O:47][CH2:46][C:45]([CH3:49])([CH3:48])[NH:44][C@H:9]2[CH3:10])[CH:5]=[CH:6][CH:7]=1, predict the reactants needed to synthesize it. (4) Given the product [Cl:1][C:2]1[N:7]=[C:6]([C:8]([O:10][CH3:11])=[O:9])[CH:5]=[C:4]([N:19]2[CH2:18][CH2:17][O:16][CH2:15][C@@H:14]2[CH3:13])[N:3]=1, predict the reactants needed to synthesize it. The reactants are: [Cl:1][C:2]1[N:7]=[C:6]([C:8]([O:10][CH3:11])=[O:9])[CH:5]=[C:4](Cl)[N:3]=1.[CH3:13][C@@H:14]1[NH:19][CH2:18][CH2:17][O:16][CH2:15]1.CCN(C(C)C)C(C)C.[N-]=C=O. (5) Given the product [Br:1][C:2]1[CH:7]=[CH:6][C:5]([S:8]([NH2:17])(=[O:10])=[O:9])=[C:4]([O:12][C:13]([F:16])([F:15])[F:14])[CH:3]=1, predict the reactants needed to synthesize it. The reactants are: [Br:1][C:2]1[CH:7]=[CH:6][C:5]([S:8](Cl)(=[O:10])=[O:9])=[C:4]([O:12][C:13]([F:16])([F:15])[F:14])[CH:3]=1.[NH3:17]. (6) Given the product [CH2:16]([O:8][C:5]1[CH:6]=[CH:7][C:2]([C:25]#[CH:26])=[CH:3][C:4]=1[F:9])[C:17]1[CH:22]=[CH:21][CH:20]=[CH:19][CH:18]=1, predict the reactants needed to synthesize it. The reactants are: Br[C:2]1[CH:7]=[CH:6][C:5]([OH:8])=[C:4]([F:9])[CH:3]=1.C(=O)([O-])[O-].[K+].[K+].[CH2:16](Br)[C:17]1[CH:22]=[CH:21][CH:20]=[CH:19][CH:18]=1.O.[CH3:25][C:26](C)=O. (7) Given the product [Si:21]([O:28][CH2:29][CH2:30][NH:31][C:32]1[CH:33]=[CH:34][C:35]([NH:38][C:18]([C:13]2[C:12]([C:10]([NH:9][C:6]3[CH:5]=[CH:4][C:3]([C:1]#[N:2])=[CH:8][N:7]=3)=[O:11])=[N:17][CH:16]=[CH:15][N:14]=2)=[O:20])=[CH:36][CH:37]=1)([C:24]([CH3:27])([CH3:26])[CH3:25])([CH3:23])[CH3:22], predict the reactants needed to synthesize it. The reactants are: [C:1]([C:3]1[CH:4]=[CH:5][C:6]([NH:9][C:10]([C:12]2[C:13]([C:18]([OH:20])=O)=[N:14][CH:15]=[CH:16][N:17]=2)=[O:11])=[N:7][CH:8]=1)#[N:2].[Si:21]([O:28][CH2:29][CH2:30][NH:31][C:32]1[CH:37]=[CH:36][C:35]([NH2:38])=[CH:34][CH:33]=1)([C:24]([CH3:27])([CH3:26])[CH3:25])([CH3:23])[CH3:22].